From a dataset of Forward reaction prediction with 1.9M reactions from USPTO patents (1976-2016). Predict the product of the given reaction. (1) Given the reactants [H-].[Na+].[CH2:3]([OH:7])[C:4]#[C:5][CH3:6].Cl[C:9]1[CH:14]=[C:13]([O:15][CH2:16][C:17]([C:23]([F:26])([F:25])[F:24])([C:19]([F:22])([F:21])[F:20])[CH3:18])[N:12]=[CH:11][N:10]=1.[Cl-].[NH4+], predict the reaction product. The product is: [CH2:3]([O:7][C:9]1[CH:14]=[C:13]([O:15][CH2:16][C:17]([C:23]([F:24])([F:25])[F:26])([C:19]([F:22])([F:21])[F:20])[CH3:18])[N:12]=[CH:11][N:10]=1)[C:4]#[C:5][CH3:6]. (2) Given the reactants [CH3:1][O:2][C:3]1[CH:4]=[C:5](/[CH:15]=[CH:16]/[C:17]([NH:19][NH:20][C:21](=[O:33])[CH:22]([C:26]2[CH:31]=[CH:30][C:29]([F:32])=[CH:28][CH:27]=2)[CH2:23][CH2:24]O)=O)[CH:6]=[CH:7][C:8]=1[N:9]1[CH:13]=[C:12]([CH3:14])[N:11]=[CH:10]1.P(Cl)(Cl)([Cl:36])=O, predict the reaction product. The product is: [Cl:36][CH2:24][CH2:23][CH:22]([C:21]1[O:33][C:17](/[CH:16]=[CH:15]/[C:5]2[CH:6]=[CH:7][C:8]([N:9]3[CH:13]=[C:12]([CH3:14])[N:11]=[CH:10]3)=[C:3]([O:2][CH3:1])[CH:4]=2)=[N:19][N:20]=1)[C:26]1[CH:31]=[CH:30][C:29]([F:32])=[CH:28][CH:27]=1.